Task: Binary Classification. Given a T-cell receptor sequence (or CDR3 region) and an epitope sequence, predict whether binding occurs between them.. Dataset: TCR-epitope binding with 47,182 pairs between 192 epitopes and 23,139 TCRs (1) The epitope is HPKVSSEVHI. The TCR CDR3 sequence is CASSRDSTGELFF. Result: 0 (the TCR does not bind to the epitope). (2) The epitope is LLLGIGILV. The TCR CDR3 sequence is CASSASGGANVLTF. Result: 1 (the TCR binds to the epitope). (3) The epitope is LLWNGPMAV. The TCR CDR3 sequence is CASSQDGTLYGYTF. Result: 0 (the TCR does not bind to the epitope). (4) The epitope is LPPAYTNSF. The TCR CDR3 sequence is CASSLTGTAIPETQYF. Result: 1 (the TCR binds to the epitope). (5) The epitope is FRYMNSQGL. The TCR CDR3 sequence is CASSGGALVYNEQFF. Result: 0 (the TCR does not bind to the epitope). (6) The epitope is KLSYGIATV. The TCR CDR3 sequence is CASSQDLLAGTQYF. Result: 1 (the TCR binds to the epitope). (7) The epitope is EILDITPCSF. The TCR CDR3 sequence is CASSSPGENYGYTF. Result: 0 (the TCR does not bind to the epitope).